This data is from Merck oncology drug combination screen with 23,052 pairs across 39 cell lines. The task is: Regression. Given two drug SMILES strings and cell line genomic features, predict the synergy score measuring deviation from expected non-interaction effect. (1) Drug 2: CC1(c2nc3c(C(N)=O)cccc3[nH]2)CCCN1. Synergy scores: synergy=8.62. Cell line: MDAMB436. Drug 1: O=C(O)C1(Cc2cccc(Nc3nccs3)n2)CCC(Oc2cccc(Cl)c2F)CC1. (2) Drug 1: COC12C(COC(N)=O)C3=C(C(=O)C(C)=C(N)C3=O)N1CC1NC12. Drug 2: COC1CC2CCC(C)C(O)(O2)C(=O)C(=O)N2CCCCC2C(=O)OC(C(C)CC2CCC(OP(C)(C)=O)C(OC)C2)CC(=O)C(C)C=C(C)C(O)C(OC)C(=O)C(C)CC(C)C=CC=CC=C1C. Cell line: RKO. Synergy scores: synergy=20.8. (3) Drug 1: O=c1[nH]cc(F)c(=O)[nH]1. Drug 2: C#Cc1cccc(Nc2ncnc3cc(OCCOC)c(OCCOC)cc23)c1. Cell line: SKMEL30. Synergy scores: synergy=14.0. (4) Drug 1: O=C(CCCCCCC(=O)Nc1ccccc1)NO. Drug 2: CS(=O)(=O)CCNCc1ccc(-c2ccc3ncnc(Nc4ccc(OCc5cccc(F)c5)c(Cl)c4)c3c2)o1. Cell line: A375. Synergy scores: synergy=28.0. (5) Drug 1: CCN(CC)CCNC(=O)c1c(C)[nH]c(C=C2C(=O)Nc3ccc(F)cc32)c1C. Drug 2: NC1(c2ccc(-c3nc4ccn5c(=O)[nH]nc5c4cc3-c3ccccc3)cc2)CCC1. Cell line: A375. Synergy scores: synergy=3.13. (6) Drug 1: CN(Cc1cnc2nc(N)nc(N)c2n1)c1ccc(C(=O)NC(CCC(=O)O)C(=O)O)cc1. Drug 2: O=C(NOCC(O)CO)c1ccc(F)c(F)c1Nc1ccc(I)cc1F. Cell line: A2058. Synergy scores: synergy=-19.4.